This data is from Forward reaction prediction with 1.9M reactions from USPTO patents (1976-2016). The task is: Predict the product of the given reaction. (1) Given the reactants Cl[C:2]1[CH:11]=[CH:10][N:9]=[C:8]2[C:3]=1[C:4]1[CH:16]=[CH:15][CH:14]=[CH:13][C:5]=1[C:6](=[O:12])[NH:7]2.[OH:17][C:18]1[CH:23]=[CH:22][C:21](NC(=O)C)=[CH:20][CH:19]=1.C(=O)([O-])[O-].[K+].[K+].C[N:35]([CH:37]=[O:38])C, predict the reaction product. The product is: [O:12]=[C:6]1[C:5]2[CH:13]=[CH:14][CH:15]=[CH:16][C:4]=2[C:3]2[C:8](=[N:9][CH:10]=[CH:11][C:2]=2[O:17][C:18]2[CH:19]=[CH:20][C:21]([C:37]([NH2:35])=[O:38])=[CH:22][CH:23]=2)[NH:7]1. (2) Given the reactants [C:1]([N:8]1[CH2:13][CH2:12][CH:11]([NH:14][C:15](=[O:26])[CH2:16][C:17]2[CH:22]=[CH:21][C:20]([C:23]#[N:24])=[CH:19][C:18]=2Br)[CH2:10][CH2:9]1)([O:3][C:4]([CH3:7])([CH3:6])[CH3:5])=[O:2].CC(C1C=C(C(C)C)C(C2C=CC=CC=2P(C2CCCCC2)C2CCCCC2)=C(C(C)C)C=1)C.C(=O)([O-])[O-].[K+].[K+].C1(B(O)O)C=CC=CC=1, predict the reaction product. The product is: [C:1]([N:8]1[CH2:13][CH2:12][CH:11]([N:14]2[C:22]3[C:17](=[CH:18][CH:19]=[C:20]([C:23]#[N:24])[CH:21]=3)[CH2:16][C:15]2=[O:26])[CH2:10][CH2:9]1)([O:3][C:4]([CH3:7])([CH3:6])[CH3:5])=[O:2]. (3) The product is: [F:39][CH:35]([F:40])[O:31][C:27]1[CH:26]=[C:25]([C:23]2[CH:22]=[CH:21][C:19]3[N:20]=[C:16]([C:8]4[N:7]([CH2:6][O:5][CH2:4][CH2:3][Si:2]([CH3:33])([CH3:32])[CH3:1])[C:11]5[CH:12]=[CH:13][CH:14]=[CH:15][C:10]=5[N:9]=4)[O:17][C:18]=3[CH:24]=2)[CH:30]=[N:29][CH:28]=1. Given the reactants [CH3:1][Si:2]([CH3:33])([CH3:32])[CH2:3][CH2:4][O:5][CH2:6][N:7]1[C:11]2[CH:12]=[CH:13][CH:14]=[CH:15][C:10]=2[N:9]=[C:8]1[C:16]1[O:17][C:18]2[CH:24]=[C:23]([C:25]3[CH:26]=[C:27]([OH:31])[CH:28]=[N:29][CH:30]=3)[CH:22]=[CH:21][C:19]=2[N:20]=1.Cl[C:35]([F:40])([F:39])C([O-])=O.[Na+].C(=O)([O-])[O-].[K+].[K+], predict the reaction product. (4) Given the reactants [NH:1]1[C:9]2[C:4](=[C:5]([NH:10][C:11]3[N:23]=[CH:22][C:21]([CH:24]4[CH2:26][CH2:25]4)=[CH:20][C:12]=3[C:13]([O:15][C:16]([CH3:19])([CH3:18])[CH3:17])=[O:14])[CH:6]=[CH:7][CH:8]=2)[CH:3]=[CH:2]1.CC(C)([O-])C.[K+].Br[CH2:34][CH:35]1[CH2:40][CH2:39][O:38][CH2:37][CH2:36]1.O, predict the reaction product. The product is: [CH:24]1([C:21]2[CH:22]=[N:23][C:11]([NH:10][C:5]3[CH:6]=[CH:7][CH:8]=[C:9]4[C:4]=3[CH:3]=[CH:2][N:1]4[CH2:34][CH:35]3[CH2:40][CH2:39][O:38][CH2:37][CH2:36]3)=[C:12]([CH:20]=2)[C:13]([O:15][C:16]([CH3:18])([CH3:19])[CH3:17])=[O:14])[CH2:26][CH2:25]1. (5) Given the reactants [NH2:1][C:2]1[CH:6]=[C:5]([C:7]2[CH:12]=[CH:11][C:10]([O:13][CH3:14])=[CH:9][CH:8]=2)[S:4][C:3]=1[C:15]([NH2:17])=[O:16].C[Si]([N:22]=[C:23]=[O:24])(C)C, predict the reaction product. The product is: [NH2:22][C:23]([NH:1][C:2]1[CH:6]=[C:5]([C:7]2[CH:8]=[CH:9][C:10]([O:13][CH3:14])=[CH:11][CH:12]=2)[S:4][C:3]=1[C:15]([NH2:17])=[O:16])=[O:24]. (6) Given the reactants [Br:1][C:2]1[C:3]([F:11])=[C:4]([CH2:8][C:9]#N)[CH:5]=[CH:6][CH:7]=1.[OH:12]S(O)(=O)=O.[CH3:17][CH2:18][OH:19], predict the reaction product. The product is: [CH2:18]([O:19][C:9](=[O:12])[CH2:8][C:4]1[CH:5]=[CH:6][CH:7]=[C:2]([Br:1])[C:3]=1[F:11])[CH3:17]. (7) Given the reactants [CH3:1][O:2][C:3]1[N:10]=[C:9]([CH3:11])[CH:8]=[C:7]([O:12][CH3:13])[C:4]=1[C:5]#[N:6].[CH3:14][C:15]([O:18][C:19](O[C:19]([O:18][C:15]([CH3:17])([CH3:16])[CH3:14])=[O:20])=[O:20])([CH3:17])[CH3:16].CCOC(C)=O.CCOCC, predict the reaction product. The product is: [CH3:1][O:2][C:3]1[C:4]([CH2:5][NH:6][C:19](=[O:20])[O:18][C:15]([CH3:17])([CH3:16])[CH3:14])=[C:7]([O:12][CH3:13])[CH:8]=[C:9]([CH3:11])[N:10]=1. (8) The product is: [F:66][C:67]1[CH:68]=[CH:69][C:70]([O:84][CH3:85])=[C:71]([C:73]2[C:78]([CH3:79])=[CH:77][C:76]([CH:80]([NH2:82])[CH3:81])=[CH:75][C:74]=2[CH3:83])[CH:72]=1.[F:66][C:67]1[CH:68]=[CH:69][C:70]([O:84][CH3:85])=[C:71]([C:73]2[C:78]([CH3:79])=[CH:77][C:76]([CH:80]([NH:82][S:92]([C:91]3[C:87]([CH3:86])=[N:88][O:89][C:90]=3[CH3:96])(=[O:94])=[O:93])[CH3:81])=[CH:75][C:74]=2[CH3:83])[CH:72]=1. Given the reactants C(C1C=C(C(N)C)C=CC=1C1C=C(F)C=CC=1OC)C=C.CC1C(O)=C(C)C=C(C(C)=O)C=1.C(C1C=C(C(NS(C2C=CC(F)=C(F)C=2)(=O)=O)C)C=CC=1C1C=C(F)C=CC=1OC)C=C.[F:66][C:67]1[CH:68]=[CH:69][C:70]([O:84][CH3:85])=[C:71]([C:73]2[C:78]([CH3:79])=[CH:77][C:76]([CH:80]([NH2:82])[CH3:81])=[CH:75][C:74]=2[CH3:83])[CH:72]=1.[CH3:86][C:87]1[C:91]([S:92](Cl)(=[O:94])=[O:93])=[C:90]([CH3:96])[O:89][N:88]=1, predict the reaction product.